The task is: Predict which catalyst facilitates the given reaction.. This data is from Catalyst prediction with 721,799 reactions and 888 catalyst types from USPTO. (1) Reactant: [OH-].[Li+].[OH:3][C:4]1[CH:9]=[CH:8][C:7]([OH:10])=[CH:6][C:5]=1[C:11](=[O:13])[CH3:12].[CH3:14][O:15][C:16]1[CH:24]=[CH:23][C:19]([C:20](Cl)=O)=[CH:18][CH:17]=1.Cl. Product: [CH3:14][O:15][C:16]1[CH:24]=[CH:23][C:19]([C:20]2[O:3][C:4]3[C:5]([C:11](=[O:13])[CH:12]=2)=[CH:6][C:7]([OH:10])=[CH:8][CH:9]=3)=[CH:18][CH:17]=1. The catalyst class is: 1. (2) Reactant: [H-].[Na+].[NH:3]1[CH:7]=[CH:6][N:5]=[CH:4]1.Cl[C:9]1[CH:16]=[C:15]([C:17]([F:20])([F:19])[F:18])[CH:14]=[CH:13][C:10]=1[C:11]#[N:12].O. Product: [N:3]1([C:9]2[CH:16]=[C:15]([C:17]([F:18])([F:20])[F:19])[CH:14]=[CH:13][C:10]=2[C:11]#[N:12])[CH:7]=[CH:6][N:5]=[CH:4]1. The catalyst class is: 3. (3) Reactant: [C:1]1([C:7]2[N:11]([CH2:12][C:13]([OH:15])=O)[C:10]3[CH:16]=[CH:17][CH:18]=[CH:19][C:9]=3[N:8]=2)[CH:6]=[CH:5][CH:4]=[CH:3][CH:2]=1.[C:20]([C:24]1[CH:25]=[C:26]([CH:28]=[C:29]([C:31]([CH3:34])([CH3:33])[CH3:32])[CH:30]=1)[NH2:27])([CH3:23])([CH3:22])[CH3:21].F[P-](F)(F)(F)(F)F.N1(OC(N(C)C)=[N+](C)C)C2N=CC=CC=2N=N1.C(N(CC)CC)C. Product: [C:31]([C:29]1[CH:28]=[C:26]([NH:27][C:13](=[O:15])[CH2:12][N:11]2[C:10]3[CH:16]=[CH:17][CH:18]=[CH:19][C:9]=3[N:8]=[C:7]2[C:1]2[CH:2]=[CH:3][CH:4]=[CH:5][CH:6]=2)[CH:25]=[C:24]([C:20]([CH3:23])([CH3:22])[CH3:21])[CH:30]=1)([CH3:34])([CH3:33])[CH3:32]. The catalyst class is: 10. (4) Reactant: [N+:1]([C:4]1[CH:9]=[CH:8][C:7]([C:10]2[CH:15]=[CH:14][CH:13]=[CH:12][CH:11]=2)=[CH:6][CH:5]=1)([O-])=O.[CH2:16]([OH:20])[CH2:17][CH2:18][CH3:19].C(P(CCCC)CCCC)CCC. Product: [CH2:16]([O:20][C:4]1[CH2:9][CH:8]=[C:7]([C:10]2[CH:11]=[CH:12][CH:13]=[CH:14][CH:15]=2)[CH:6]=[CH:5][N:1]=1)[CH2:17][CH2:18][CH3:19]. The catalyst class is: 6. (5) Reactant: CCOC(/N=N/C(OCC)=O)=O.[C:13]([O:17][C:18](=[O:50])[C@H:19]([CH2:31][C:32]1[CH:37]=[CH:36][C:35]([C:38]2[C:43]([O:44][CH3:45])=[CH:42][C:41]([CH2:46]O)=[CH:40][C:39]=2[O:48][CH3:49])=[CH:34][CH:33]=1)[NH:20][C:21](=[O:30])[C:22]1[C:27]([Cl:28])=[CH:26][CH:25]=[CH:24][C:23]=1[Cl:29])([CH3:16])([CH3:15])[CH3:14].C1(P(C2C=CC=CC=2)C2C=CC=CC=2)C=CC=CC=1.[C:70]1(=[O:76])[NH:74][C:73](=[O:75])[CH2:72][CH2:71]1. Product: [C:13]([O:17][C:18](=[O:50])[C@H:19]([CH2:31][C:32]1[CH:37]=[CH:36][C:35]([C:38]2[C:39]([O:48][CH3:49])=[CH:40][C:41]([CH2:46][N:74]3[C:73](=[O:75])[CH2:72][CH2:71][C:70]3=[O:76])=[CH:42][C:43]=2[O:44][CH3:45])=[CH:34][CH:33]=1)[NH:20][C:21](=[O:30])[C:22]1[C:23]([Cl:29])=[CH:24][CH:25]=[CH:26][C:27]=1[Cl:28])([CH3:15])([CH3:16])[CH3:14]. The catalyst class is: 1. (6) Product: [CH:33]1([N:1]2[CH2:4][CH:3]([CH2:5][O:6][C:7]3[CH:16]=[C:15]4[C:10]([CH:11]([C:18]5[CH:19]=[CH:20][C:21]([S:24][CH3:25])=[CH:22][CH:23]=5)[CH2:12][N:13]([CH3:17])[CH2:14]4)=[CH:9][CH:8]=3)[CH2:2]2)[CH2:35][CH2:34]1. Reactant: [NH:1]1[CH2:4][CH:3]([CH2:5][O:6][C:7]2[CH:16]=[C:15]3[C:10]([CH:11]([C:18]4[CH:23]=[CH:22][C:21]([S:24][CH3:25])=[CH:20][CH:19]=4)[CH2:12][N:13]([CH3:17])[CH2:14]3)=[CH:9][CH:8]=2)[CH2:2]1.C(O)(=O)C.C(O[C:33]1([Si](C)(C)C)[CH2:35][CH2:34]1)C.[BH3-]C#N.[Na+]. The catalyst class is: 100. (7) Reactant: [Br:1][C:2]1[CH:7]=[CH:6][C:5]([C:8]([CH3:12])([CH3:11])[CH2:9][OH:10])=[C:4]([O:13]C)[CH:3]=1.B(Br)(Br)Br. Product: [Br:1][C:2]1[CH:7]=[CH:6][C:5]([C:8]([CH3:12])([CH3:11])[CH2:9][OH:10])=[C:4]([OH:13])[CH:3]=1. The catalyst class is: 4. (8) Reactant: C([O:3][C:4]([C:6]1[S:10][C:9]([CH2:11][C:12]2[CH:17]=[CH:16][C:15]([CH2:18][N:19]3[CH:23]=[C:22]([CH3:24])[CH:21]=[N:20]3)=[CH:14][CH:13]=2)=[N:8][C:7]=1[CH3:25])=[O:5])C.[OH-].[Na+]. The catalyst class is: 20. Product: [CH3:25][C:7]1[N:8]=[C:9]([CH2:11][C:12]2[CH:13]=[CH:14][C:15]([CH2:18][N:19]3[CH:23]=[C:22]([CH3:24])[CH:21]=[N:20]3)=[CH:16][CH:17]=2)[S:10][C:6]=1[C:4]([OH:5])=[O:3]. (9) Product: [CH3:19][O:20][C:21](=[O:76])[C:22]1[CH:27]=[CH:26][C:25]([O:28][CH2:29][CH2:30][C:31]2[C:39]3[C:34](=[CH:35][CH:36]=[C:37]([Cl:40])[CH:38]=3)[N:33]([CH:41]([C:48]3[CH:49]=[CH:50][CH:51]=[CH:52][CH:53]=3)[C:42]3[CH:47]=[CH:46][CH:45]=[CH:44][CH:43]=3)[C:32]=2[CH2:54][CH2:55][OH:56])=[CH:24][C:23]=1[O:74][CH3:75]. Reactant: CCCC[N+](CCCC)(CCCC)CCCC.[F-].[CH3:19][O:20][C:21](=[O:76])[C:22]1[CH:27]=[CH:26][C:25]([O:28][CH2:29][CH2:30][C:31]2[C:39]3[C:34](=[CH:35][CH:36]=[C:37]([Cl:40])[CH:38]=3)[N:33]([CH:41]([C:48]3[CH:53]=[CH:52][CH:51]=[CH:50][CH:49]=3)[C:42]3[CH:47]=[CH:46][CH:45]=[CH:44][CH:43]=3)[C:32]=2[CH2:54][CH2:55][O:56][Si](C(C)(C)C)(C2C=CC=CC=2)C2C=CC=CC=2)=[CH:24][C:23]=1[O:74][CH3:75]. The catalyst class is: 1. (10) Reactant: [C:1]1([CH3:9])[CH:6]=[CH:5][C:4]([CH:7]=O)=[CH:3][CH:2]=1.[CH3:10][CH:11]([CH3:15])[C:12](=[O:14])[CH3:13].[OH-].[Ba+2].[OH-]. Product: [CH3:10][CH:11]([CH3:15])[C:12](=[O:14])/[CH:13]=[CH:7]/[C:4]1[CH:5]=[CH:6][C:1]([CH3:9])=[CH:2][CH:3]=1. The catalyst class is: 8.